Binary classification across 12 toxicity assays. From a dataset of Tox21: 12 toxicity assays (nuclear receptors and stress response pathways). (1) The compound is C[N+](=O)[O-]. It tested positive (active) for: SR-ARE (Antioxidant Response Element (oxidative stress)). (2) The compound is CC(C/N=C/c1ccccc1O)/N=C/c1ccccc1O. It tested positive (active) for: NR-AhR (Aryl hydrocarbon Receptor agonist activity). (3) The molecule is C=C(C)CNCC. It tested positive (active) for: NR-ER (Estrogen Receptor agonist activity). (4) The compound is CN(C)c1ccc(N=NS(=O)(=O)[O-])cc1. It tested positive (active) for: NR-AhR (Aryl hydrocarbon Receptor agonist activity), SR-ARE (Antioxidant Response Element (oxidative stress)), and SR-MMP (Mitochondrial Membrane Potential disruption). (5) The compound is CN1CCC(Nc2ncc3ncnc(Nc4ccc(F)c(Cl)c4)c3n2)CC1. It tested positive (active) for: NR-AR-LBD (Androgen Receptor Ligand Binding Domain agonist), NR-AhR (Aryl hydrocarbon Receptor agonist activity), NR-PPAR-gamma (PPAR-gamma nuclear receptor agonist), SR-ARE (Antioxidant Response Element (oxidative stress)), SR-ATAD5 (ATAD5 genotoxicity (DNA damage)), SR-HSE (Heat Shock Element response), and SR-p53 (p53 tumor suppressor activation).